From a dataset of Forward reaction prediction with 1.9M reactions from USPTO patents (1976-2016). Predict the product of the given reaction. (1) Given the reactants [CH2:1]([C@@H:8]1[CH2:12][O:11][C:10](=[O:13])[N:9]1[C:14](=[O:19])[CH2:15][CH2:16][CH:17]=[CH2:18])[C:2]1[CH:7]=[CH:6][CH:5]=[CH:4][CH:3]=1.[Br:20][C:21]1[C:30]2[C:25](=[CH:26][CH:27]=[CH:28][CH:29]=2)[C:24]([CH2:31]Br)=[CH:23][CH:22]=1, predict the reaction product. The product is: [CH2:1]([CH:8]1[CH2:12][O:11][C:10](=[O:13])[N:9]1[C:14](=[O:19])[CH:15]([CH2:31][C:24]1[C:25]2[C:30](=[CH:29][CH:28]=[CH:27][CH:26]=2)[C:21]([Br:20])=[CH:22][CH:23]=1)[CH2:16][CH:17]=[CH2:18])[C:2]1[CH:3]=[CH:4][CH:5]=[CH:6][CH:7]=1. (2) Given the reactants [CH2:1]([N:8]([CH2:22][C:23]1[CH:28]=[CH:27][CH:26]=[CH:25][CH:24]=1)[C:9]1[CH:10]=[C:11](/[CH:16]=[CH:17]/[C:18]([O:20]C)=[O:19])[CH:12]=[CH:13][C:14]=1[CH3:15])[C:2]1[CH:7]=[CH:6][CH:5]=[CH:4][CH:3]=1.[OH-].[Na+], predict the reaction product. The product is: [CH2:22]([N:8]([CH2:1][C:2]1[CH:3]=[CH:4][CH:5]=[CH:6][CH:7]=1)[C:9]1[CH:10]=[C:11](/[CH:16]=[CH:17]/[C:18]([OH:20])=[O:19])[CH:12]=[CH:13][C:14]=1[CH3:15])[C:23]1[CH:24]=[CH:25][CH:26]=[CH:27][CH:28]=1.